From a dataset of Forward reaction prediction with 1.9M reactions from USPTO patents (1976-2016). Predict the product of the given reaction. (1) Given the reactants [C:1]([C:4]1[C:22](=[O:23])[C@@:8]2([CH3:24])[C:9]3[C:15]([OH:16])=[CH:14][C:13]([O:17][CH3:18])=[C:12]([C:19]([NH2:21])=[O:20])[C:10]=3[O:11][C:7]2=[CH:6][C:5]=1[OH:25])(=[O:3])[CH3:2].[C:26]([O:29][C:30]1[CH:39]=[CH:38][C:37]2[C:32](=[CH:33][CH:34]=[CH:35][CH:36]=2)[C:31]=1[CH:40]=O)(=[O:28])[CH3:27].C([SiH](CC)CC)C.FC(F)(F)C(O)=O, predict the reaction product. The product is: [C:26]([O:29][C:30]1[CH:39]=[CH:38][C:37]2[C:32](=[CH:33][CH:34]=[CH:35][CH:36]=2)[C:31]=1[CH2:40][NH:21][C:19]([C:12]1[C:10]2[O:11][C:7]3[C@@:8]([CH3:24])([C:22](=[O:23])[C:4]([C:1](=[O:3])[CH3:2])=[C:5]([OH:25])[CH:6]=3)[C:9]=2[C:15]([OH:16])=[CH:14][C:13]=1[O:17][CH3:18])=[O:20])(=[O:28])[CH3:27]. (2) Given the reactants [C:1]([O:5][C:6]([C:8]1[NH:9][C:10]2[C:15]([CH:16]=1)=[C:14](Br)[CH:13]=[CH:12][CH:11]=2)=[O:7])([CH3:4])([CH3:3])[CH3:2].[CH3:18][OH:19].CN([CH:23]=[O:24])C, predict the reaction product. The product is: [CH3:18][O:19][C:23]([C:14]1[C:15]2[CH:16]=[C:8]([C:6]([O:5][C:1]([CH3:4])([CH3:3])[CH3:2])=[O:7])[NH:9][C:10]=2[CH:11]=[CH:12][CH:13]=1)=[O:24]. (3) Given the reactants [Cl:1][C:2]1[N:7]=[C:6](Cl)[CH:5]=[C:4](Cl)[N:3]=1.[C:10]([Mg]Cl)([CH3:13])([CH3:12])[CH3:11], predict the reaction product. The product is: [C:10]([C:4]1[CH:5]=[C:6]([C:10]([CH3:13])([CH3:12])[CH3:11])[N:7]=[C:2]([Cl:1])[N:3]=1)([CH3:13])([CH3:12])[CH3:11].